Dataset: NCI-60 drug combinations with 297,098 pairs across 59 cell lines. Task: Regression. Given two drug SMILES strings and cell line genomic features, predict the synergy score measuring deviation from expected non-interaction effect. Drug 1: COC1=NC(=NC2=C1N=CN2C3C(C(C(O3)CO)O)O)N. Drug 2: CC1=C2C(C(=O)C3(C(CC4C(C3C(C(C2(C)C)(CC1OC(=O)C(C(C5=CC=CC=C5)NC(=O)OC(C)(C)C)O)O)OC(=O)C6=CC=CC=C6)(CO4)OC(=O)C)O)C)O. Cell line: MOLT-4. Synergy scores: CSS=66.5, Synergy_ZIP=6.93, Synergy_Bliss=2.02, Synergy_Loewe=2.14, Synergy_HSA=2.31.